From a dataset of Forward reaction prediction with 1.9M reactions from USPTO patents (1976-2016). Predict the product of the given reaction. (1) Given the reactants [NH2:1][C:2]1[C:6]([C:7]#[N:8])=[C:5]([O:9][CH3:10])[NH:4][N:3]=1.CO[CH:13](OC)[CH2:14][CH:15](OC)OC, predict the reaction product. The product is: [CH3:10][O:9][C:5]1[C:6]([C:7]#[N:8])=[C:2]2[N:1]=[CH:13][CH:14]=[CH:15][N:3]2[N:4]=1. (2) Given the reactants [CH:1]([N:4]1[C:8](=[O:9])[CH2:7][CH2:6][N:5]1[CH3:10])([CH3:3])[CH3:2].I[CH3:12], predict the reaction product. The product is: [CH:1]([N:4]1[C:8](=[O:9])[CH:7]=[C:6]([CH3:12])[N:5]1[CH3:10])([CH3:3])[CH3:2]. (3) Given the reactants [CH:1]12[CH2:10][CH:5]3[CH2:6][CH:7]([CH2:9][CH:3]([CH2:4]3)[CH:2]1[N:11]1[C:14](=[O:15])[C:13]([CH3:17])([CH3:16])[NH:12]1)[CH2:8]2.[F:18][C:19]1[CH:26]=[C:25]([F:27])[CH:24]=[CH:23][C:20]=1[CH2:21]Br, predict the reaction product. The product is: [F:18][C:19]1[CH:26]=[C:25]([F:27])[CH:24]=[CH:23][C:20]=1[CH2:21][N:12]1[C:13]([CH3:17])([CH3:16])[C:14](=[O:15])[N:11]1[CH:2]1[CH:3]2[CH2:4][CH:5]3[CH2:6][CH:7]([CH2:8][CH:1]1[CH2:10]3)[CH2:9]2. (4) The product is: [Br:15][C:13]1[CH:14]=[C:9]([NH:7][C:4]2[CH:3]=[C:2]([CH3:1])[O:6][N:5]=2)[C:10](=[O:17])[N:11]([CH3:16])[CH:12]=1. Given the reactants [CH3:1][C:2]1[O:6][N:5]=[C:4]([NH2:7])[CH:3]=1.Br[C:9]1[C:10](=[O:17])[N:11]([CH3:16])[CH:12]=[C:13]([Br:15])[CH:14]=1.CC1(C)C2C(=C(P(C3C=CC=CC=3)C3C=CC=CC=3)C=CC=2)OC2C(P(C3C=CC=CC=3)C3C=CC=CC=3)=CC=CC1=2.C([O-])([O-])=O.[Cs+].[Cs+], predict the reaction product. (5) The product is: [Cl:25][C:23]1[CH:22]=[CH:21][C:20]([F:26])=[C:19]([C:16]2[CH:17]=[CH:18][C:13]([CH2:12][CH:2]([NH:1][C:41]([C:39]3[NH:38][N:37]=[N:36][CH:40]=3)=[O:42])[CH2:3][C@:4]([CH2:10][CH3:11])([CH2:8][OH:9])[C:5]([OH:7])=[O:6])=[CH:14][CH:15]=2)[CH:24]=1. Given the reactants [NH2:1][CH:2]([CH2:12][C:13]1[CH:18]=[CH:17][C:16]([C:19]2[CH:24]=[C:23]([Cl:25])[CH:22]=[CH:21][C:20]=2[F:26])=[CH:15][CH:14]=1)[CH2:3][C@:4]([CH2:10][CH3:11])([CH2:8][OH:9])[C:5]([OH:7])=[O:6].CCN(C(C)C)C(C)C.[NH:36]1[CH:40]=[C:39]([C:41](O)=[O:42])[N:38]=[N:37]1.CN(C(ON1N=NC2C=CC=NC1=2)=[N+](C)C)C.F[P-](F)(F)(F)(F)F, predict the reaction product. (6) Given the reactants [CH2:1]([C:8]1[C:16]2[C:11](=[CH:12][C:13]([C:17](O)=[O:18])=[CH:14][CH:15]=2)[N:10]([CH3:20])[C:9]=1[CH3:21])[C:2]1[CH:7]=[CH:6][CH:5]=[CH:4][CH:3]=1.[CH3:22][C:23]1[CH:28]=[C:27]([CH3:29])[N:26]=[C:25]([NH2:30])[CH:24]=1.Cl.C(N=C=NCCCN(C)C)C.O.OC1C2N=NNC=2C=CC=1, predict the reaction product. The product is: [CH2:1]([C:8]1[C:16]2[C:11](=[CH:12][C:13]([C:17]([NH:30][C:25]3[CH:24]=[C:23]([CH3:22])[CH:28]=[C:27]([CH3:29])[N:26]=3)=[O:18])=[CH:14][CH:15]=2)[N:10]([CH3:20])[C:9]=1[CH3:21])[C:2]1[CH:3]=[CH:4][CH:5]=[CH:6][CH:7]=1. (7) Given the reactants [Cl:1][C:2]1[CH:3]=[C:4]([C:9]2([C:31]([F:34])([F:33])[F:32])[O:13][N:12]=[C:11]([C:14]3[CH:29]=[CH:28][C:17]([C:18]([NH:20][CH2:21][O:22][CH2:23][C:24]([F:27])([F:26])[F:25])=[O:19])=[C:16]([CH3:30])[CH:15]=3)[CH2:10]2)[CH:5]=[C:6]([Cl:8])[CH:7]=1.[H-].[Na+].Cl[C:38]([O:40][CH3:41])=[O:39], predict the reaction product. The product is: [Cl:1][C:2]1[CH:3]=[C:4]([C:9]2([C:31]([F:32])([F:34])[F:33])[O:13][N:12]=[C:11]([C:14]3[CH:29]=[CH:28][C:17]([C:18]([N:20]([CH2:21][O:22][CH2:23][C:24]([F:27])([F:26])[F:25])[C:38](=[O:39])[O:40][CH3:41])=[O:19])=[C:16]([CH3:30])[CH:15]=3)[CH2:10]2)[CH:5]=[C:6]([Cl:8])[CH:7]=1.